This data is from Forward reaction prediction with 1.9M reactions from USPTO patents (1976-2016). The task is: Predict the product of the given reaction. (1) Given the reactants [F:1][C:2]1[CH:3]=[C:4]([C:8]2[C:13](=[O:14])[N:12]3[C:15]([CH3:19])=[CH:16][CH:17]=[CH:18][C:11]3=[N:10][C:9]=2[CH:20](O)[CH3:21])[CH:5]=[CH:6][CH:7]=1.C1(P(C2C=CC=CC=2)C2C=CC=CC=2)C=CC=CC=1.[C:42]1(=[O:52])[NH:46][C:45](=[O:47])[C:44]2=[CH:48][CH:49]=[CH:50][CH:51]=[C:43]12.N(C(OC(C)C)=O)=NC(OC(C)C)=O, predict the reaction product. The product is: [F:1][C:2]1[CH:3]=[C:4]([C:8]2[C:13](=[O:14])[N:12]3[C:15]([CH3:19])=[CH:16][CH:17]=[CH:18][C:11]3=[N:10][C:9]=2[CH:20]([N:46]2[C:42](=[O:52])[C:43]3[C:44](=[CH:48][CH:49]=[CH:50][CH:51]=3)[C:45]2=[O:47])[CH3:21])[CH:5]=[CH:6][CH:7]=1. (2) Given the reactants [OH:1][CH2:2][C:3]1[CH:4]=[C:5]([NH:9][C:10](=[O:15])[CH2:11][CH2:12][O:13][CH3:14])[CH:6]=[CH:7][CH:8]=1, predict the reaction product. The product is: [CH:2]([C:3]1[CH:4]=[C:5]([NH:9][C:10](=[O:15])[CH2:11][CH2:12][O:13][CH3:14])[CH:6]=[CH:7][CH:8]=1)=[O:1]. (3) Given the reactants [NH2:1][C:2]1[N:7]=[C:6]([N:8]2[C@H:13]([CH3:14])[CH2:12][O:11][C@H:10]([CH2:15][OH:16])[CH2:9]2)[CH:5]=[C:4]([Cl:17])[N:3]=1.CCN(C(C)C)C(C)C.[C:27]1([N:33]=[C:34]=[O:35])[CH:32]=[CH:31][CH:30]=[CH:29][CH:28]=1, predict the reaction product. The product is: [C:27]1([NH:33][C:34](=[O:35])[O:16][CH2:15][C@H:10]2[O:11][CH2:12][C@@H:13]([CH3:14])[N:8]([C:6]3[CH:5]=[C:4]([Cl:17])[N:3]=[C:2]([NH2:1])[N:7]=3)[CH2:9]2)[CH:32]=[CH:31][CH:30]=[CH:29][CH:28]=1. (4) The product is: [C:28]([C:15]1[CH:16]=[C:17]([CH2:20][C:21]([OH:23])=[O:22])[CH:18]=[CH:19][C:14]=1[O:13][C:12]1[CH:30]=[CH:31][C:9]([C:7](=[O:8])[NH:6][CH2:5][CH2:4][C:3]2[C:2]([Cl:1])=[CH:35][CH:34]=[CH:33][C:32]=2[Cl:36])=[CH:10][CH:11]=1)#[N:29]. Given the reactants [Cl:1][C:2]1[CH:35]=[CH:34][CH:33]=[C:32]([Cl:36])[C:3]=1[CH2:4][CH2:5][NH:6][C:7]([C:9]1[CH:31]=[CH:30][C:12]([O:13][C:14]2[CH:19]=[CH:18][C:17]([CH2:20][C:21]([O:23]CCCC)=[O:22])=[CH:16][C:15]=2[C:28]#[N:29])=[CH:11][CH:10]=1)=[O:8].C(O)(C(F)(F)F)=O, predict the reaction product. (5) Given the reactants [CH:1](NC(C)C)([CH3:3])[CH3:2].[Li].[N:9]1[CH:14]=[CH:13][CH:12]=[CH:11][C:10]=1[CH2:15][CH2:16][N:17]1[CH2:21][CH2:20][CH2:19][C:18]1=[O:22].C(Br)CC.C(O)(=O)C, predict the reaction product. The product is: [CH2:2]([CH:19]1[CH2:20][CH2:21][N:17]([CH2:16][CH2:15][C:10]2[CH:11]=[CH:12][CH:13]=[CH:14][N:9]=2)[C:18]1=[O:22])[CH2:1][CH3:3]. (6) The product is: [CH3:19][O:18][C:13]1[CH:14]=[C:15]([C:10]([O:9][CH2:8][C:7]2[C:2]([C:30]3[N:26]([CH2:25][O:24][CH2:23][CH2:22][Si:21]([CH3:35])([CH3:34])[CH3:20])[N:27]=[CH:28][CH:29]=3)=[N:3][CH:4]=[CH:5][CH:6]=2)=[CH:11][N:12]=1)[CH:16]=[O:17]. Given the reactants Br[C:2]1[C:7]([CH2:8][O:9][C:10]2[C:15]([CH:16]=[O:17])=[CH:14][C:13]([O:18][CH3:19])=[N:12][CH:11]=2)=[CH:6][CH:5]=[CH:4][N:3]=1.[CH3:20][Si:21]([CH3:35])([CH3:34])[CH2:22][CH2:23][O:24][CH2:25][N:26]1[C:30](B(O)O)=[CH:29][CH:28]=[N:27]1.C([O-])([O-])=O.[K+].[K+].O1CCOCC1, predict the reaction product. (7) Given the reactants [Br-].Cl[C:3]1[C:8]2=[C:9]([CH2:12][N+:13]([CH2:18][CH3:19])([CH2:16][CH3:17])CC)[CH:10]=[CH:11][N:7]2[N:6]=[CH:5][N:4]=1.[NH2:20][C:21]1[CH:26]=[CH:25][C:24]([OH:27])=[C:23]([Cl:28])[CH:22]=1.[C:29]([O:33][C:34](=[O:42])[NH:35][CH:36]1CCNCC1)([CH3:32])([CH3:31])[CH3:30].FC(F)(F)C(O)=O, predict the reaction product. The product is: [Cl:28][C:23]1[CH:22]=[C:21]([NH:20][C:3]2[C:8]3=[C:9]([CH2:12][N:13]4[CH2:16][CH2:17][CH:36]([NH:35][C:34](=[O:42])[O:33][C:29]([CH3:32])([CH3:31])[CH3:30])[CH2:19][CH2:18]4)[CH:10]=[CH:11][N:7]3[N:6]=[CH:5][N:4]=2)[CH:26]=[CH:25][C:24]=1[OH:27]. (8) Given the reactants [Br:1][C:2]1[CH:8]=[C:7]([CH3:9])[C:5]([NH2:6])=[C:4]([CH3:10])[CH:3]=1.C(=O)([O-])[O-].[Na+].[Na+].[CH3:17][C:18]([CH3:24])([CH3:23])[CH2:19][C:20](Cl)=[O:21].O, predict the reaction product. The product is: [Br:1][C:2]1[CH:8]=[C:7]([CH3:9])[C:5]([NH:6][C:20](=[O:21])[CH2:19][C:18]([CH3:24])([CH3:23])[CH3:17])=[C:4]([CH3:10])[CH:3]=1. (9) Given the reactants [NH2:1][C:2]1[C:7]([O:8][CH2:9][CH:10]2[CH2:12][CH2:11]2)=[CH:6][C:5]([C:13]2([C:18]([O:20][CH2:21][CH3:22])=[O:19])[CH2:17][CH2:16][CH2:15][CH2:14]2)=[CH:4][C:3]=1Br.[F:24][C:25]([F:36])([F:35])[C:26]1[CH:31]=[CH:30][C:29](B(O)O)=[CH:28][CH:27]=1.[F-].[Cs+].CCOC(C)=O, predict the reaction product. The product is: [NH2:1][C:2]1[C:3]([C:29]2[CH:30]=[CH:31][C:26]([C:25]([F:36])([F:35])[F:24])=[CH:27][CH:28]=2)=[CH:4][C:5]([C:13]2([C:18]([O:20][CH2:21][CH3:22])=[O:19])[CH2:17][CH2:16][CH2:15][CH2:14]2)=[CH:6][C:7]=1[O:8][CH2:9][CH:10]1[CH2:12][CH2:11]1. (10) Given the reactants [Cl-].[CH3:2][O:3]C[P+](C1C=CC=CC=1)(C1C=CC=CC=1)C1C=CC=CC=1.[Li][CH2:25][CH2:26][CH2:27][CH3:28].[C:29]1([C:35]([C:52]2[CH:57]=[CH:56][CH:55]=[CH:54][CH:53]=2)([C:46]2[CH:51]=[CH:50][CH:49]=[CH:48][CH:47]=2)[O:36][CH2:37][C:38]2[N:43]=C(C=O)C=[CH:40][CH:39]=2)[CH:34]=[CH:33][CH:32]=[CH:31][CH:30]=1.[NH4+].[Cl-], predict the reaction product. The product is: [CH3:2][O:3][CH:25]=[CH:26][C:27]1[CH:28]=[CH:40][CH:39]=[C:38]([CH2:37][O:36][C:35]([C:52]2[CH:57]=[CH:56][CH:55]=[CH:54][CH:53]=2)([C:29]2[CH:30]=[CH:31][CH:32]=[CH:33][CH:34]=2)[C:46]2[CH:51]=[CH:50][CH:49]=[CH:48][CH:47]=2)[N:43]=1.